From a dataset of NCI-60 drug combinations with 297,098 pairs across 59 cell lines. Regression. Given two drug SMILES strings and cell line genomic features, predict the synergy score measuring deviation from expected non-interaction effect. (1) Drug 1: C1=CC(=CC=C1CCCC(=O)O)N(CCCl)CCCl. Drug 2: COC1=C2C(=CC3=C1OC=C3)C=CC(=O)O2. Cell line: ACHN. Synergy scores: CSS=49.6, Synergy_ZIP=-0.302, Synergy_Bliss=-2.97, Synergy_Loewe=-6.89, Synergy_HSA=-4.10. (2) Drug 1: C1C(C(OC1N2C=NC(=NC2=O)N)CO)O. Drug 2: C1CCC(C(C1)N)N.C(=O)(C(=O)[O-])[O-].[Pt+4]. Cell line: SF-539. Synergy scores: CSS=22.1, Synergy_ZIP=-7.60, Synergy_Bliss=-0.881, Synergy_Loewe=1.82, Synergy_HSA=2.45. (3) Drug 1: CC1=CC=C(C=C1)C2=CC(=NN2C3=CC=C(C=C3)S(=O)(=O)N)C(F)(F)F. Drug 2: CC1=C(C(=CC=C1)Cl)NC(=O)C2=CN=C(S2)NC3=CC(=NC(=N3)C)N4CCN(CC4)CCO. Cell line: A498. Synergy scores: CSS=7.44, Synergy_ZIP=1.20, Synergy_Bliss=4.39, Synergy_Loewe=-4.22, Synergy_HSA=1.46. (4) Drug 1: CS(=O)(=O)C1=CC(=C(C=C1)C(=O)NC2=CC(=C(C=C2)Cl)C3=CC=CC=N3)Cl. Drug 2: CCCS(=O)(=O)NC1=C(C(=C(C=C1)F)C(=O)C2=CNC3=C2C=C(C=N3)C4=CC=C(C=C4)Cl)F. Cell line: DU-145. Synergy scores: CSS=6.47, Synergy_ZIP=0.0525, Synergy_Bliss=3.73, Synergy_Loewe=-0.622, Synergy_HSA=0.245. (5) Drug 1: CC1OCC2C(O1)C(C(C(O2)OC3C4COC(=O)C4C(C5=CC6=C(C=C35)OCO6)C7=CC(=C(C(=C7)OC)O)OC)O)O. Drug 2: CCC1=C2CN3C(=CC4=C(C3=O)COC(=O)C4(CC)O)C2=NC5=C1C=C(C=C5)O. Cell line: HS 578T. Synergy scores: CSS=27.8, Synergy_ZIP=-6.19, Synergy_Bliss=-6.17, Synergy_Loewe=-0.418, Synergy_HSA=0.0640. (6) Drug 1: CC1C(C(CC(O1)OC2CC(CC3=C2C(=C4C(=C3O)C(=O)C5=C(C4=O)C(=CC=C5)OC)O)(C(=O)CO)O)N)O.Cl. Drug 2: C1CCN(CC1)CCOC2=CC=C(C=C2)C(=O)C3=C(SC4=C3C=CC(=C4)O)C5=CC=C(C=C5)O. Cell line: MDA-MB-231. Synergy scores: CSS=1.96, Synergy_ZIP=-0.0899, Synergy_Bliss=1.30, Synergy_Loewe=0.426, Synergy_HSA=0.0518. (7) Drug 1: C1=C(C(=O)NC(=O)N1)F. Drug 2: CCN(CC)CCNC(=O)C1=C(NC(=C1C)C=C2C3=C(C=CC(=C3)F)NC2=O)C. Cell line: SF-539. Synergy scores: CSS=48.2, Synergy_ZIP=-6.87, Synergy_Bliss=-14.4, Synergy_Loewe=-13.4, Synergy_HSA=-12.8. (8) Drug 1: C1C(C(OC1N2C=NC3=C(N=C(N=C32)Cl)N)CO)O. Drug 2: C1=NNC2=C1C(=O)NC=N2. Cell line: SF-295. Synergy scores: CSS=0.247, Synergy_ZIP=4.60, Synergy_Bliss=4.63, Synergy_Loewe=4.59, Synergy_HSA=2.99. (9) Drug 1: CNC(=O)C1=CC=CC=C1SC2=CC3=C(C=C2)C(=NN3)C=CC4=CC=CC=N4. Drug 2: B(C(CC(C)C)NC(=O)C(CC1=CC=CC=C1)NC(=O)C2=NC=CN=C2)(O)O. Cell line: CCRF-CEM. Synergy scores: CSS=31.3, Synergy_ZIP=4.39, Synergy_Bliss=10.5, Synergy_Loewe=-26.2, Synergy_HSA=12.6. (10) Drug 1: C1=CC(=CC=C1CCC2=CNC3=C2C(=O)NC(=N3)N)C(=O)NC(CCC(=O)O)C(=O)O. Drug 2: C1CCC(CC1)NC(=O)N(CCCl)N=O. Cell line: HS 578T. Synergy scores: CSS=25.5, Synergy_ZIP=-0.603, Synergy_Bliss=6.08, Synergy_Loewe=3.53, Synergy_HSA=8.23.